The task is: Regression. Given a peptide amino acid sequence and an MHC pseudo amino acid sequence, predict their binding affinity value. This is MHC class I binding data.. This data is from Peptide-MHC class I binding affinity with 185,985 pairs from IEDB/IMGT. (1) The peptide sequence is WTLETLPRV. The MHC is HLA-B08:02 with pseudo-sequence HLA-B08:02. The binding affinity (normalized) is 0.0847. (2) The peptide sequence is KTVKYPNL. The MHC is H-2-Kb with pseudo-sequence H-2-Kb. The binding affinity (normalized) is 0.757.